This data is from Reaction yield outcomes from USPTO patents with 853,638 reactions. The task is: Predict the reaction yield, written as a fraction of the theoretical maximum amount of product (1.0 means a 100% yield; for example, 0.34 means a 34% yield). (1) The reactants are Cl[CH:2]([C:32]1[CH:37]=[CH:36][C:35]([O:38][CH2:39][CH2:40][CH2:41][CH2:42][CH2:43][CH2:44][CH2:45][CH2:46][CH2:47][CH2:48][CH2:49][CH2:50][CH2:51][CH2:52][CH2:53][CH2:54][CH2:55][CH2:56][CH2:57][CH2:58][CH2:59][CH3:60])=[CH:34][CH:33]=1)[C:3]1[CH:8]=[CH:7][C:6]([O:9][CH2:10][CH2:11][CH2:12][CH2:13][CH2:14][CH2:15][CH2:16][CH2:17][CH2:18][CH2:19][CH2:20][CH2:21][CH2:22][CH2:23][CH2:24][CH2:25][CH2:26][CH2:27][CH2:28][CH2:29][CH2:30][CH3:31])=[CH:5][CH:4]=1.[CH2:61]([NH2:68])[C:62]1[CH:67]=[CH:66][CH:65]=[CH:64][CH:63]=1.C(N(C(C)C)C(C)C)C. The catalyst is C(Cl)(Cl)Cl. The product is [CH2:61]([NH:68][CH:2]([C:32]1[CH:37]=[CH:36][C:35]([O:38][CH2:39][CH2:40][CH2:41][CH2:42][CH2:43][CH2:44][CH2:45][CH2:46][CH2:47][CH2:48][CH2:49][CH2:50][CH2:51][CH2:52][CH2:53][CH2:54][CH2:55][CH2:56][CH2:57][CH2:58][CH2:59][CH3:60])=[CH:34][CH:33]=1)[C:3]1[CH:8]=[CH:7][C:6]([O:9][CH2:10][CH2:11][CH2:12][CH2:13][CH2:14][CH2:15][CH2:16][CH2:17][CH2:18][CH2:19][CH2:20][CH2:21][CH2:22][CH2:23][CH2:24][CH2:25][CH2:26][CH2:27][CH2:28][CH2:29][CH2:30][CH3:31])=[CH:5][CH:4]=1)[C:62]1[CH:67]=[CH:66][CH:65]=[CH:64][CH:63]=1. The yield is 0.870. (2) The reactants are [O:1]1[CH:5]=[CH:4][CH:3]=[C:2]1[C:6]1[O:7][C:8]([CH3:21])=[C:9]([CH2:11][O:12][C:13]2[CH:14]=[C:15]([CH2:19]O)[CH:16]=[CH:17][CH:18]=2)[N:10]=1.S(Cl)([Cl:24])=O. The catalyst is C1(C)C=CC=CC=1. The product is [Cl:24][CH2:19][C:15]1[CH:14]=[C:13]([CH:18]=[CH:17][CH:16]=1)[O:12][CH2:11][C:9]1[N:10]=[C:6]([C:2]2[O:1][CH:5]=[CH:4][CH:3]=2)[O:7][C:8]=1[CH3:21]. The yield is 0.990. (3) The reactants are C([O:3][CH:4](OCC)[C:5]1[N:9]([CH3:10])[N:8]=[C:7]([C:11]2[CH:16]=[CH:15][CH:14]=[CH:13][N:12]=2)[N:6]=1)C.Cl.C([O-])([O-])=O.[Na+].[Na+]. No catalyst specified. The product is [CH3:10][N:9]1[C:5]([CH:4]=[O:3])=[N:6][C:7]([C:11]2[CH:16]=[CH:15][CH:14]=[CH:13][N:12]=2)=[N:8]1. The yield is 0.450. (4) The reactants are [Br:1][C:2]1[S:6][C:5]2[C:7]3[C:19]([C:20](=[CH:21][CH:22]([CH2:27][CH3:28])[CH2:23][CH2:24][CH2:25][CH3:26])[C:4]=2[CH:3]=1)=[CH:18][C:17]1[C:12]2[S:13][C:14]([Br:16])=[CH:15][C:11]=2[C:10](=[CH:29][CH:30]([CH2:35][CH3:36])[CH2:31][CH2:32][CH2:33][CH3:34])[C:9]=1[CH:8]=3.[CH2:37]1[C:42](=O)N(Br)[C:39](=O)[CH2:38]1. The catalyst is ClCCl. The product is [Br:16][C:14]1[S:13][C:12]2[C:17]3[C:9]([C:10](=[CH:29][CH:30]([CH2:35][CH2:36][CH2:19][CH2:7][CH2:8][CH3:9])[CH2:31][CH2:32][CH2:33][CH2:34][CH2:39][CH2:38][CH2:37][CH3:42])[C:11]=2[CH:15]=1)=[CH:8][C:7]1[C:5]2[S:6][C:2]([Br:1])=[CH:3][C:4]=2[C:20](=[CH:21][CH:22]([CH2:27][CH2:28][CH2:5][CH2:4][CH2:3][CH3:2])[CH2:23][CH2:24][CH2:25][CH2:26][CH2:12][CH2:11][CH2:10][CH3:29])[C:19]=1[CH:18]=3. The yield is 0.720.